From a dataset of NCI-60 drug combinations with 297,098 pairs across 59 cell lines. Regression. Given two drug SMILES strings and cell line genomic features, predict the synergy score measuring deviation from expected non-interaction effect. Drug 1: CC1C(C(CC(O1)OC2CC(CC3=C2C(=C4C(=C3O)C(=O)C5=C(C4=O)C(=CC=C5)OC)O)(C(=O)C)O)N)O.Cl. Drug 2: CC1=CC2C(CCC3(C2CCC3(C(=O)C)OC(=O)C)C)C4(C1=CC(=O)CC4)C. Cell line: KM12. Synergy scores: CSS=48.4, Synergy_ZIP=9.42, Synergy_Bliss=6.51, Synergy_Loewe=-13.4, Synergy_HSA=7.68.